Dataset: Full USPTO retrosynthesis dataset with 1.9M reactions from patents (1976-2016). Task: Predict the reactants needed to synthesize the given product. Given the product [CH:14]1([NH:17][C:18](=[O:36])[C:19]2[CH:24]=[CH:23][C:22]([CH3:25])=[C:21]([NH:26][C:27](=[O:35])[C:28]3[CH:29]=[CH:30][C:31]([O:9][CH2:8][C:3]4[C:2]([CH3:1])=[CH:7][CH:6]=[CH:5][N:4]=4)=[CH:32][CH:33]=3)[CH:20]=2)[CH2:16][CH2:15]1, predict the reactants needed to synthesize it. The reactants are: [CH3:1][C:2]1[C:3]([CH2:8][OH:9])=[N:4][CH:5]=[CH:6][CH:7]=1.S(Cl)(Cl)=O.[CH:14]1([NH:17][C:18](=[O:36])[C:19]2[CH:24]=[CH:23][C:22]([CH3:25])=[C:21]([NH:26][C:27](=[O:35])[C:28]3[CH:33]=[CH:32][C:31](O)=[CH:30][CH:29]=3)[CH:20]=2)[CH2:16][CH2:15]1.C(=O)([O-])[O-].[K+].[K+].